Dataset: Full USPTO retrosynthesis dataset with 1.9M reactions from patents (1976-2016). Task: Predict the reactants needed to synthesize the given product. (1) Given the product [CH2:17]([C:19]1[C:27]2[C:22](=[CH:23][C:24]([F:28])=[CH:25][CH:26]=2)[N:21]([C:29]2[N:30]=[C:14]([CH:11]3[CH2:10][CH2:9][N:8]([C:6]([O:5][C:1]([CH3:2])([CH3:3])[CH3:4])=[O:7])[CH2:13][CH2:12]3)[O:16][N:31]=2)[N:20]=1)[CH3:18], predict the reactants needed to synthesize it. The reactants are: [C:1]([O:5][C:6]([N:8]1[CH2:13][CH2:12][CH:11]([C:14]([OH:16])=O)[CH2:10][CH2:9]1)=[O:7])([CH3:4])([CH3:3])[CH3:2].[CH2:17]([C:19]1[C:27]2[C:22](=[CH:23][C:24]([F:28])=[CH:25][CH:26]=2)[N:21]([C:29](=[N:31]O)[NH2:30])[N:20]=1)[CH3:18].[F-].C([N+](CCCC)(CCCC)CCCC)CCC. (2) Given the product [CH3:14][O:15][C:16]1[CH:17]=[C:18](/[CH:26]=[CH:27]/[C:28]([NH:30][C:31]2[CH:39]=[CH:38][CH:37]=[CH:36][C:32]=2[C:33]([OH:35])=[O:34])=[O:29])[CH:19]=[CH:20][C:21]=1[O:22][CH2:23][C:24]1[N:42]=[N:41][N:40]([CH2:43][C:44](=[O:45])[NH:46][C:47]2[CH:48]=[CH:49][CH:50]=[CH:51][CH:52]=2)[CH:25]=1, predict the reactants needed to synthesize it. The reactants are: O=C1O[C@H]([C@H](CO)O)C([O-])=C1O.[Na+].[CH3:14][O:15][C:16]1[CH:17]=[C:18](/[CH:26]=[CH:27]/[C:28]([NH:30][C:31]2[CH:39]=[CH:38][CH:37]=[CH:36][C:32]=2[C:33]([OH:35])=[O:34])=[O:29])[CH:19]=[CH:20][C:21]=1[O:22][CH2:23][C:24]#[CH:25].[N:40]([CH2:43][C:44]([NH:46][C:47]1[CH:52]=[CH:51][CH:50]=[CH:49][CH:48]=1)=[O:45])=[N+:41]=[N-:42]. (3) Given the product [C:1]([N:4]1[C:13]2[C:12]3=[N:14][C:15]([CH3:17])=[C:16]([Br:43])[N:11]3[CH:10]=[CH:9][C:8]=2[C@@H:7]([O:18][C:19](=[O:24])[C:20]([CH3:23])([CH3:22])[CH3:21])[C@H:6]([O:25][CH2:26][CH2:27][O:28][CH3:29])[C@H:5]1[C:30]1[CH:31]=[CH:32][CH:33]=[CH:34][CH:35]=1)(=[O:3])[CH3:2], predict the reactants needed to synthesize it. The reactants are: [C:1]([N:4]1[C:13]2[C:12]3=[N:14][C:15]([CH3:17])=[CH:16][N:11]3[CH:10]=[CH:9][C:8]=2[C@@H:7]([O:18][C:19](=[O:24])[C:20]([CH3:23])([CH3:22])[CH3:21])[C@H:6]([O:25][CH2:26][CH2:27][O:28][CH3:29])[C@H:5]1[C:30]1[CH:35]=[CH:34][CH:33]=[CH:32][CH:31]=1)(=[O:3])[CH3:2].C1C(=O)N([Br:43])C(=O)C1. (4) Given the product [CH2:1]([O:3][C:4](=[O:38])[CH2:5][N:6]([CH2:7][CH:8]1[CH2:40][CH2:39]1)[C:11]1[C:15]2[CH:16]=[C:17]([CH2:20][O:21][C:22]3[CH:23]=[CH:24][C:25]([C:28]4[CH:33]=[C:32]([F:34])[C:31]([F:35])=[CH:30][C:29]=4[O:36][CH3:37])=[CH:26][CH:27]=3)[CH:18]=[CH:19][C:14]=2[O:13][N:12]=1)[CH3:2], predict the reactants needed to synthesize it. The reactants are: [CH2:1]([O:3][C:4](=[O:38])[CH2:5][N:6]([C:11]1[C:15]2[CH:16]=[C:17]([CH2:20][O:21][C:22]3[CH:27]=[CH:26][C:25]([C:28]4[CH:33]=[C:32]([F:34])[C:31]([F:35])=[CH:30][C:29]=4[O:36][CH3:37])=[CH:24][CH:23]=3)[CH:18]=[CH:19][C:14]=2[O:13][N:12]=1)[CH2:7][CH2:8]OC)[CH3:2].[CH:39]1(CNC2C3C=C(COC4C=CC(C5C=C(F)C(F)=CC=5OC)=CC=4)C=CC=3ON=2)C[CH2:40]1.CCOC(CBr)=O. (5) Given the product [CH:3]([C:4]1[CH:5]=[C:6]2[C:11](=[CH:12][CH:13]=1)[N:10]=[CH:9][N:8]([C:14]1[CH:15]=[C:16]([CH:22]=[CH:23][C:24]=1[CH3:25])[C:17]([NH:19][O:20][CH3:21])=[O:18])[C:7]2=[O:26])=[O:2], predict the reactants needed to synthesize it. The reactants are: C[O:2][CH:3](OC)[C:4]1[CH:5]=[C:6]2[C:11](=[CH:12][CH:13]=1)[N:10]=[CH:9][N:8]([C:14]1[CH:15]=[C:16]([CH:22]=[CH:23][C:24]=1[CH3:25])[C:17]([NH:19][O:20][CH3:21])=[O:18])[C:7]2=[O:26].Cl. (6) Given the product [OH:18][CH2:19][C@H:20]1[C@@:24]([CH3:26])([OH:25])[CH:23]=[CH:22][CH2:21]1, predict the reactants needed to synthesize it. The reactants are: [Si]([O:18][CH2:19][C@H:20]1[C@@:24]([CH3:26])([OH:25])[CH:23]=[CH:22][CH2:21]1)(C(C)(C)C)(C1C=CC=CC=1)C1C=CC=CC=1.[F-].C([N+](CCCC)(CCCC)CCCC)CCC. (7) Given the product [C:1]([C:5]1[CH:10]=[CH:9][C:8]([C:11]2[N:12]([C:34]([Cl:36])=[O:35])[CH:13]([C:24]3[CH:25]=[CH:26][C:27]([Cl:30])=[CH:28][CH:29]=3)[C:14]([C:17]3[CH:22]=[CH:21][C:20]([Cl:23])=[CH:19][CH:18]=3)([CH3:16])[N:15]=2)=[C:7]([O:31][CH2:32][CH3:33])[CH:6]=1)([CH3:2])([CH3:3])[CH3:4], predict the reactants needed to synthesize it. The reactants are: [C:1]([C:5]1[CH:10]=[CH:9][C:8]([C:11]2[NH:12][CH:13]([C:24]3[CH:29]=[CH:28][C:27]([Cl:30])=[CH:26][CH:25]=3)[C:14]([C:17]3[CH:22]=[CH:21][C:20]([Cl:23])=[CH:19][CH:18]=3)([CH3:16])[N:15]=2)=[C:7]([O:31][CH2:32][CH3:33])[CH:6]=1)([CH3:4])([CH3:3])[CH3:2].[C:34](Cl)([Cl:36])=[O:35].